Dataset: NCI-60 drug combinations with 297,098 pairs across 59 cell lines. Task: Regression. Given two drug SMILES strings and cell line genomic features, predict the synergy score measuring deviation from expected non-interaction effect. Drug 1: CC1=C(C(=CC=C1)Cl)NC(=O)C2=CN=C(S2)NC3=CC(=NC(=N3)C)N4CCN(CC4)CCO. Drug 2: CC1CCC2CC(C(=CC=CC=CC(CC(C(=O)C(C(C(=CC(C(=O)CC(OC(=O)C3CCCCN3C(=O)C(=O)C1(O2)O)C(C)CC4CCC(C(C4)OC)OCCO)C)C)O)OC)C)C)C)OC. Cell line: NCI-H322M. Synergy scores: CSS=6.81, Synergy_ZIP=2.01, Synergy_Bliss=2.39, Synergy_Loewe=2.12, Synergy_HSA=1.29.